This data is from Full USPTO retrosynthesis dataset with 1.9M reactions from patents (1976-2016). The task is: Predict the reactants needed to synthesize the given product. (1) Given the product [N+:1]([C:4]1[CH:5]=[CH:6][C:7]([CH2:8][C:9]([CH2:19][CH2:20][C:21]([F:24])([F:23])[F:22])([C:10]#[N:11])[C:12]#[N:13])=[CH:14][CH:15]=1)([O-:3])=[O:2], predict the reactants needed to synthesize it. The reactants are: [N+:1]([C:4]1[CH:15]=[CH:14][C:7]([CH2:8][CH:9]([C:12]#[N:13])[C:10]#[N:11])=[CH:6][CH:5]=1)([O-:3])=[O:2].[H-].[Na+].Br[CH2:19][CH2:20][C:21]([F:24])([F:23])[F:22]. (2) Given the product [C:20]([NH:1][C@H:2]([C:6]([OH:8])=[O:7])[C@H:3]([CH3:5])[OH:4])([O:19][C:16]([CH3:18])([CH3:17])[CH3:15])=[O:21], predict the reactants needed to synthesize it. The reactants are: [NH2:1][C@H:2]([C:6]([OH:8])=[O:7])[C@H:3]([CH3:5])[OH:4].C([O-])(O)=O.[Na+].O.[CH3:15][C:16]([O:19][C:20](O[C:20]([O:19][C:16]([CH3:18])([CH3:17])[CH3:15])=[O:21])=[O:21])([CH3:18])[CH3:17]. (3) Given the product [CH:1]([C:3]1[CH:4]=[C:5]([CH:10]=[CH:11][C:12]=1[O:13][S:31]([C:34]([F:37])([F:36])[F:35])(=[O:32])=[O:30])[C:6]([O:8][CH3:9])=[O:7])=[O:2], predict the reactants needed to synthesize it. The reactants are: [CH:1]([C:3]1[CH:4]=[C:5]([CH:10]=[CH:11][C:12]=1[OH:13])[C:6]([O:8][CH3:9])=[O:7])=[O:2].CC1(C)C(C2C=C(C=CC=2[O:30][S:31]([C:34]([F:37])([F:36])[F:35])(=O)=[O:32])C(OC)=O)=CCC1. (4) Given the product [C:1]([C:5]1[N:6]([C:20]([OH:22])=[O:21])[C:7]2[C:12]([CH:13]=1)=[CH:11][C:10]([Br:14])=[C:9]([C:15]([F:17])([F:18])[F:16])[C:8]=2[CH:19]=[O:29])([CH3:4])([CH3:2])[CH3:3], predict the reactants needed to synthesize it. The reactants are: [C:1]([C:5]1[N:6]([C:20]([OH:22])=[O:21])[C:7]2[C:12]([CH:13]=1)=[CH:11][C:10]([Br:14])=[C:9]([C:15]([F:18])([F:17])[F:16])[C:8]=2[CH3:19])([CH3:4])([CH3:3])[CH3:2].BrN1C(=[O:29])CCC1=O.N(C(C)(C)C#N)=NC(C)(C)C#N. (5) Given the product [C:1]([C:4]1[C:9]([O:10][CH2:11][CH2:12][CH2:13][C:14]([O:16][CH2:17][CH3:18])=[O:15])=[C:8]([CH2:19][CH2:20][CH3:21])[C:7]([O:22][CH2:32][CH2:33][CH2:34][S:35][C:36]2[CH:41]=[CH:40][C:39]([C:42](=[O:44])[CH3:43])=[C:38]([OH:45])[C:37]=2[CH2:46][CH2:47][CH3:48])=[CH:6][CH:5]=1)(=[O:3])[CH3:2], predict the reactants needed to synthesize it. The reactants are: [C:1]([C:4]1[C:9]([O:10][CH2:11][CH2:12][CH2:13][C:14]([O:16][CH2:17][CH3:18])=[O:15])=[C:8]([CH2:19][CH2:20][CH3:21])[C:7]([OH:22])=[CH:6][CH:5]=1)(=[O:3])[CH3:2].[I-].[K+].C(=O)([O-])[O-].[K+].[K+].Br[CH2:32][CH2:33][CH2:34][S:35][C:36]1[CH:41]=[CH:40][C:39]([C:42](=[O:44])[CH3:43])=[C:38]([OH:45])[C:37]=1[CH2:46][CH2:47][CH3:48]. (6) Given the product [CH3:15][O:14][C:8]1[CH:7]=[CH:6][C:5]2[C:10](=[CH:11][CH:12]=[C:3]([C:22]3[CH2:23][CH2:24][CH:19]([CH2:16][CH2:17][CH3:18])[CH2:20][CH:21]=3)[CH:4]=2)[CH:9]=1, predict the reactants needed to synthesize it. The reactants are: [Mg].Br[C:3]1[CH:4]=[C:5]2[C:10](=[CH:11][CH:12]=1)[C:9](=O)[CH:8]([O:14][CH3:15])[CH:7]=[CH:6]2.[CH2:16]([CH:19]1[CH2:24][CH2:23][CH:22]=[CH:21][CH2:20]1)[CH2:17][CH3:18].Cl. (7) Given the product [Cl:21][C:15]1[CH:16]=[C:17]([Cl:20])[CH:18]=[CH:19][C:14]=1[C:11]1[O:10][C:9]([S:8][CH2:7][CH2:6][CH2:5][CH2:4][C:3]([OH:22])=[O:2])=[N:13][N:12]=1, predict the reactants needed to synthesize it. The reactants are: C[O:2][C:3](=[O:22])[CH2:4][CH2:5][CH2:6][CH2:7][S:8][C:9]1[O:10][C:11]([C:14]2[CH:19]=[CH:18][C:17]([Cl:20])=[CH:16][C:15]=2[Cl:21])=[N:12][N:13]=1.[OH-].[Na+]. (8) Given the product [Br:18][CH2:19][CH2:20][O:8][C:5]1[CH:6]=[CH:7][C:2]([NH2:1])=[C:3]([N+:9]([O-:11])=[O:10])[CH:4]=1, predict the reactants needed to synthesize it. The reactants are: [NH2:1][C:2]1[CH:7]=[CH:6][C:5]([OH:8])=[CH:4][C:3]=1[N+:9]([O-:11])=[O:10].C(=O)([O-])[O-].[Cs+].[Cs+].[Br:18][CH2:19][CH2:20]CBr. (9) Given the product [Cl:1][C:2]1[CH:3]=[C:4]([O:5][CH2:6][CH2:7][OH:8])[CH:12]=[CH:13][C:14]=1[CH:15]([CH3:29])[C:16]([C:21]1[CH:26]=[N:25][C:24]([CH3:27])=[CH:23][N:22]=1)([OH:28])[C:17]([F:19])([F:20])[F:18], predict the reactants needed to synthesize it. The reactants are: [Cl:1][C:2]1[CH:3]=[C:4]([CH:12]=[CH:13][C:14]=1[CH:15]([CH3:29])[C:16]([OH:28])([C:21]1[CH:26]=[N:25][C:24]([CH3:27])=[CH:23][N:22]=1)[C:17]([F:20])([F:19])[F:18])[O:5][CH2:6][CH2:7][O:8]C(=O)C.[OH-].[K+]. (10) Given the product [NH2:9][C:10]1[N:18]=[CH:17][N:16]=[C:15]2[C:11]=1[N:12]=[CH:13][N:14]2[C@@H:19]1[O:20][C@H:21]([CH2:29][NH:30][C:31](=[O:61])[CH2:32][CH2:33][CH2:34][CH2:35][CH2:36][NH:37][C:38](=[O:60])[CH2:39][CH2:40][CH2:41][CH2:42][CH2:43][NH:44][C:45](=[O:59])[CH2:46][CH2:47][CH2:48][CH2:49][C@H:50]2[C@@H:57]3[C@@H:53]([NH:54][C:55](=[O:58])[NH:56]3)[CH2:52][S:51]2)[C@@H:22]([OH:26])[C@H:23]1[OH:24], predict the reactants needed to synthesize it. The reactants are: C(O)(C(F)(F)F)=O.O.[NH2:9][C:10]1[N:18]=[CH:17][N:16]=[C:15]2[C:11]=1[N:12]=[CH:13][N:14]2[C@H:19]1[C@@H:23]2[O:24]C(C)(C)[O:26][C@@H:22]2[C@@H:21]([CH2:29][NH:30][C:31](=[O:61])[CH2:32][CH2:33][CH2:34][CH2:35][CH2:36][NH:37][C:38](=[O:60])[CH2:39][CH2:40][CH2:41][CH2:42][CH2:43][NH:44][C:45](=[O:59])[CH2:46][CH2:47][CH2:48][CH2:49][C@H:50]2[C@@H:57]3[C@@H:53]([NH:54][C:55](=[O:58])[NH:56]3)[CH2:52][S:51]2)[O:20]1.